This data is from Full USPTO retrosynthesis dataset with 1.9M reactions from patents (1976-2016). The task is: Predict the reactants needed to synthesize the given product. (1) Given the product [O:18]1[CH:19]=[CH:20][CH:21]=[C:17]1[C:4]1[N:3]=[C:2]([NH2:1])[N:7]=[C:6]([NH:31][CH2:30][CH2:29][NH:28][C:22]2[CH:27]=[CH:26][CH:25]=[CH:24][CH:23]=2)[C:5]=1[CH3:16], predict the reactants needed to synthesize it. The reactants are: [NH2:1][C:2]1[N:7]=[C:6](OS(C(F)(F)F)(=O)=O)[C:5]([CH3:16])=[C:4]([C:17]2[O:18][CH:19]=[CH:20][CH:21]=2)[N:3]=1.[C:22]1([NH:28][CH2:29][CH2:30][NH2:31])[CH:27]=[CH:26][CH:25]=[CH:24][CH:23]=1. (2) Given the product [CH3:1][O:2][CH:3]([CH2:7][C:8]1[CH:13]=[CH:12][CH:11]=[C:10]([CH2:14][CH2:15][CH2:16][CH2:17][CH2:18][O:19][C:20]2[CH:21]=[CH:22][C:23]([O:26][C:27]3[CH:28]=[CH:29][CH:30]=[CH:31][CH:32]=3)=[CH:24][CH:25]=2)[CH:9]=1)[C:4]([OH:6])=[O:5], predict the reactants needed to synthesize it. The reactants are: [CH3:1][O:2][CH:3]([CH2:7][C:8]1[CH:13]=[CH:12][CH:11]=[C:10]([C:14]#[C:15][CH2:16][CH2:17][CH2:18][O:19][C:20]2[CH:25]=[CH:24][C:23]([O:26][C:27]3[CH:32]=[CH:31][CH:30]=[CH:29][CH:28]=3)=[CH:22][CH:21]=2)[CH:9]=1)[C:4]([OH:6])=[O:5].